From a dataset of Full USPTO retrosynthesis dataset with 1.9M reactions from patents (1976-2016). Predict the reactants needed to synthesize the given product. Given the product [CH3:38][C:34]1[N:33]=[C:32]([O:6][CH2:7][CH2:8][C:9]2[CH:10]=[CH:11][C:12]([CH2:13][N:14]3[CH2:19][CH2:18][N:17]([C:20]([O:22][C:23]([CH3:25])([CH3:24])[CH3:26])=[O:21])[CH2:16][CH2:15]3)=[CH:27][CH:28]=2)[CH:37]=[CH:36][CH:35]=1, predict the reactants needed to synthesize it. The reactants are: CN(C=O)C.[OH:6][CH2:7][CH2:8][C:9]1[CH:28]=[CH:27][C:12]([CH2:13][N:14]2[CH2:19][CH2:18][N:17]([C:20]([O:22][C:23]([CH3:26])([CH3:25])[CH3:24])=[O:21])[CH2:16][CH2:15]2)=[CH:11][CH:10]=1.[H-].[Na+].F[C:32]1[CH:37]=[CH:36][CH:35]=[C:34]([CH3:38])[N:33]=1.